This data is from Catalyst prediction with 721,799 reactions and 888 catalyst types from USPTO. The task is: Predict which catalyst facilitates the given reaction. (1) Reactant: [NH2:1][C:2]1[N:7]=[C:6]([C:8]2[O:9][CH:10]=[CH:11][CH:12]=2)[C:5]([C:13]#[N:14])=[C:4]([O:15][CH2:16][C:17]2[C:22]([CH3:23])=[CH:21][CH:20]=[CH:19][N:18]=2)[N:3]=1.[Cl:24]N1C(=O)CCC1=O. Product: [NH2:1][C:2]1[N:7]=[C:6]([C:8]2[O:9][C:10]([Cl:24])=[CH:11][CH:12]=2)[C:5]([C:13]#[N:14])=[C:4]([O:15][CH2:16][C:17]2[C:22]([CH3:23])=[CH:21][CH:20]=[CH:19][N:18]=2)[N:3]=1. The catalyst class is: 3. (2) Reactant: [NH2:1][C:2]1[CH:11]=[C:10]2[C:5]([CH:6]=[C:7]([C:13]3[CH:18]=[CH:17][CH:16]=[CH:15][C:14]=3[C:19]([F:22])([F:21])[F:20])[NH:8][C:9]2=[O:12])=[CH:4][CH:3]=1.N1C=CC=CC=1.ClC(OC1C=CC([N+]([O-])=O)=CC=1)=O.[CH3:42][O:43][CH:44]([O:48][CH3:49])CNC.[CH3:50][N:51]([CH:53]=[O:54])[CH3:52]. Product: [CH3:42][O:43][CH:44]([O:48][CH3:49])[CH2:50][N:51]([CH3:52])[C:53]([NH:1][C:2]1[CH:11]=[C:10]2[C:5]([CH:6]=[C:7]([C:13]3[CH:18]=[CH:17][CH:16]=[CH:15][C:14]=3[C:19]([F:22])([F:20])[F:21])[NH:8][C:9]2=[O:12])=[CH:4][CH:3]=1)=[O:54]. The catalyst class is: 34. (3) Reactant: C[O:2][C:3]([C:5]1[CH:6]=[C:7]([Cl:32])[C:8]([C:11]2[CH:12]=[N:13][C:14]([C:17]3[NH:21][C:20]4[CH:22]=[C:23]([N:26]5[CH2:31][CH2:30][O:29][CH2:28][CH2:27]5)[CH:24]=[CH:25][C:19]=4[N:18]=3)=[CH:15][CH:16]=2)=[N:9][CH:10]=1)=O.O1CCCC1.[OH-].[Al+3].[Li+].[OH-].[OH-].[OH-]. Product: [Cl:32][C:7]1[C:8]([C:11]2[CH:12]=[N:13][C:14]([C:17]3[NH:21][C:20]4[CH:22]=[C:23]([N:26]5[CH2:27][CH2:28][O:29][CH2:30][CH2:31]5)[CH:24]=[CH:25][C:19]=4[N:18]=3)=[CH:15][CH:16]=2)=[N:9][CH:10]=[C:5]([CH2:3][OH:2])[CH:6]=1. The catalyst class is: 6. (4) Reactant: [CH3:1][CH:2]([NH:12][C:13]([CH3:16])([CH3:15])[CH3:14])[C:3]([C:5]1[CH:6]=[CH:7][CH:8]=[C:9]([Cl:11])[CH:10]=1)=[O:4].Cl.ClC1C=C(C(=O)C(NC(C)(C)C)C)C=CC=1.C(N(CC)CC)C.[NH2:41][S:42]([C:45]1[C:46]([Cl:63])=[CH:47][C:48]([NH:56][CH2:57][C:58]2[O:59][CH:60]=[CH:61][CH:62]=2)=[C:49]([CH:55]=1)[C:50]([O:52][CH2:53]Cl)=[O:51])(=[O:44])=[O:43]. Product: [NH2:41][S:42]([C:45]1[C:46]([Cl:63])=[CH:47][C:48]([NH:56][CH2:57][C:58]2[O:59][CH:60]=[CH:61][CH:62]=2)=[C:49]([CH:55]=1)[C:50]([O:52][CH2:53][N:12]([C:13]([CH3:15])([CH3:14])[CH3:16])[CH:2]([CH3:1])[C:3]([C:5]1[CH:6]=[CH:7][CH:8]=[C:9]([Cl:11])[CH:10]=1)=[O:4])=[O:51])(=[O:43])=[O:44]. The catalyst class is: 10. (5) Reactant: [Cl:1][C:2]1[C:3]([I:15])=[CH:4][C:5]2[N:9]=[C:8]([S:10]([CH3:13])(=[O:12])=[O:11])[NH:7][C:6]=2[CH:14]=1.[H-].[Na+].[CH2:18](Br)[C:19]1[CH:24]=[CH:23][CH:22]=[CH:21][CH:20]=1. Product: [CH2:18]([N:7]1[C:6]2[CH:14]=[C:2]([Cl:1])[C:3]([I:15])=[CH:4][C:5]=2[N:9]=[C:8]1[S:10]([CH3:13])(=[O:12])=[O:11])[C:19]1[CH:24]=[CH:23][CH:22]=[CH:21][CH:20]=1. The catalyst class is: 3. (6) Reactant: [CH2:1]([O:3][CH2:4][N:5]1[CH:9]=[CH:8][N:7]=[C:6]1[Sn](CCCC)(CCCC)CCCC)[CH3:2].Br[C:24]1[S:25][CH:26]=[CH:27][N:28]=1.C([O-])(O)=O.[Na+]. The catalyst class is: 109. Product: [CH2:1]([O:3][CH2:4][N:5]1[CH:9]=[CH:8][N:7]=[C:6]1[C:24]1[S:25][CH:26]=[CH:27][N:28]=1)[CH3:2]. (7) Reactant: [NH:1]1[CH2:6][CH2:5][CH:4]([OH:7])[CH2:3][CH2:2]1.CCN(CC)CC.[C:15](O[C:15]([O:17][C:18]([CH3:21])([CH3:20])[CH3:19])=[O:16])([O:17][C:18]([CH3:21])([CH3:20])[CH3:19])=[O:16]. Product: [C:18]([O:17][C:15]([N:1]1[CH2:6][CH2:5][CH:4]([OH:7])[CH2:3][CH2:2]1)=[O:16])([CH3:21])([CH3:20])[CH3:19]. The catalyst class is: 5. (8) Reactant: Br.Br[CH2:3][CH2:4][N:5]1[C:9]([CH2:10][NH2:11])=[N:8][C:7]([C:12]2[CH:17]=[CH:16][N:15]=[CH:14][CH:13]=2)=[N:6]1.CN1CCOCC1. Product: [N:15]1[CH:16]=[CH:17][C:12]([C:7]2[N:8]=[C:9]3[CH2:10][NH:11][CH2:3][CH2:4][N:5]3[N:6]=2)=[CH:13][CH:14]=1. The catalyst class is: 5.